From a dataset of Reaction yield outcomes from USPTO patents with 853,638 reactions. Predict the reaction yield, written as a fraction of the theoretical maximum amount of product (1.0 means a 100% yield; for example, 0.34 means a 34% yield). (1) The reactants are [CH2:1]([OH:13])[CH2:2][O:3][CH2:4][CH2:5][O:6][CH2:7][CH2:8][O:9][CH2:10][CH2:11][OH:12].[OH-].[Na+].[CH2:16](Cl)[C:17]1[CH:22]=[CH:21][CH:20]=[CH:19][CH:18]=1. The catalyst is [Na+].[Cl-]. The product is [CH2:16]([O:12][CH2:11][CH2:10][O:9][CH2:8][CH2:7][O:6][CH2:5][CH2:4][O:3][CH2:2][CH2:1][OH:13])[C:17]1[CH:22]=[CH:21][CH:20]=[CH:19][CH:18]=1. The yield is 0.710. (2) The reactants are [Cl:1][C:2]1[CH:3]=[C:4]([CH2:9][CH2:10]/[CH:11]=[N:12]/[S@:13]([C:15]([CH3:18])([CH3:17])[CH3:16])=[O:14])[CH:5]=[CH:6][C:7]=1[Cl:8].[CH3:19][Mg]Br.C1COCC1. The catalyst is C(Cl)Cl.C1(C)C=CC=CC=1. The product is [Cl:1][C:2]1[CH:3]=[C:4]([CH2:9][CH2:10][CH:11]([NH:12][S@:13]([C:15]([CH3:18])([CH3:17])[CH3:16])=[O:14])[CH3:19])[CH:5]=[CH:6][C:7]=1[Cl:8]. The yield is 0.670. (3) The reactants are [C:1]([OH:9])(=O)[C:2]1[CH:7]=[CH:6][CH:5]=[CH:4][CH:3]=1.[NH:10]1[C:14]2[CH:15]=[CH:16][CH:17]=[CH:18][C:13]=2[N:12]=[C:11]1[C:19]1[C:23]([NH2:24])=[CH:22][NH:21][N:20]=1.C(Cl)CCl.C1C=CC2N(O)N=NC=2C=1. The catalyst is CN(C=O)C. The product is [NH:12]1[C:13]2[CH:18]=[CH:17][CH:16]=[CH:15][C:14]=2[N:10]=[C:11]1[C:19]1[C:23]([NH:24][C:1](=[O:9])[C:2]2[CH:3]=[CH:4][CH:5]=[CH:6][CH:7]=2)=[CH:22][NH:21][N:20]=1. The yield is 0.300. (4) The reactants are [CH3:1][O:2][C:3]1[CH:4]=[N:5][CH:6]=[CH:7][CH:8]=1.[OH:9]O. The catalyst is C(O)(=O)C. The product is [CH3:1][O:2][C:3]1[CH:4]=[N+:5]([O-:9])[CH:6]=[CH:7][CH:8]=1. The yield is 1.00. (5) The reactants are [NH2:1][CH2:2][C:3]([F:9])([F:8])[C:4]([O:6][CH3:7])=[O:5].[C:10]1(=O)[CH2:14][CH2:13][CH2:12][CH2:11]1.C(O[BH-](OC(=O)C)OC(=O)C)(=O)C.[Na+].C([O-])(O)=O.[Na+]. The catalyst is CCOC(C)=O.CC(O)=O.C1COCC1. The product is [CH:10]1([NH:1][CH2:2][C:3]([F:9])([F:8])[C:4]([O:6][CH3:7])=[O:5])[CH2:14][CH2:13][CH2:12][CH2:11]1. The yield is 0.600. (6) The reactants are Cl[C:2]1[N:3]=[C:4]2[C:9](=[CH:10][CH:11]=1)[N:8]=[CH:7][C:6]1[CH:12]=[CH:13][C:14](=[O:26])[N:15]([C:16]3[CH:21]=[CH:20][CH:19]=[C:18]([C:22]([F:25])([F:24])[F:23])[CH:17]=3)[C:5]2=1.[CH3:27][N:28]1[C:32](B2OC(C)(C)C(C)(C)O2)=[CH:31][CH:30]=[N:29]1.CC1(C)C(C)(C)OB(C2C=CC(N)=NC=2)O1. No catalyst specified. The product is [CH3:27][N:28]1[C:32]([C:2]2[N:3]=[C:4]3[C:9](=[CH:10][CH:11]=2)[N:8]=[CH:7][C:6]2[CH:12]=[CH:13][C:14](=[O:26])[N:15]([C:16]4[CH:21]=[CH:20][CH:19]=[C:18]([C:22]([F:24])([F:23])[F:25])[CH:17]=4)[C:5]3=2)=[CH:31][CH:30]=[N:29]1. The yield is 0.498. (7) The reactants are C(Cl)(=O)C(Cl)=O.[C:7]([C:9]([CH3:32])([CH:13]([C:24]1[CH:29]=[CH:28][CH:27]=[CH:26][C:25]=1[O:30][CH3:31])[C:14]1[C:23]2[C:18](=[CH:19][CH:20]=[CH:21][CH:22]=2)[N:17]=[CH:16][CH:15]=1)[C:10](O)=[O:11])#[N:8].Cl.[F:34][C:35]([F:49])([F:48])[C:36]1[CH:37]=[C:38]([CH:42]2[CH2:47][CH2:46][NH2+:45][CH2:44][CH2:43]2)[CH:39]=[CH:40][CH:41]=1.C(N(CC)CC)C. The catalyst is ClCCl.CO.CN(C=O)C. The product is [CH3:31][O:30][C:25]1[CH:26]=[CH:27][CH:28]=[CH:29][C:24]=1[CH:13]([C:14]1[C:23]2[C:18](=[CH:19][CH:20]=[CH:21][CH:22]=2)[N:17]=[CH:16][CH:15]=1)[C:9]([CH3:32])([C:10]([N:45]1[CH2:46][CH2:47][CH:42]([C:38]2[CH:39]=[CH:40][CH:41]=[C:36]([C:35]([F:34])([F:48])[F:49])[CH:37]=2)[CH2:43][CH2:44]1)=[O:11])[C:7]#[N:8]. The yield is 0.970. (8) The reactants are Br[C:2]1[CH:3]=[C:4]([CH:18]=[CH:19][CH:20]=1)[CH2:5][NH:6][C:7](=[O:17])[O:8][CH:9]1[CH:14]2[CH2:15][CH2:16][N:11]([CH2:12][CH2:13]2)[CH2:10]1.[N:21]1[CH:26]=[C:25](B(O)O)[CH:24]=[N:23][CH:22]=1. No catalyst specified. The product is [N:21]1[CH:26]=[C:25]([C:2]2[CH:3]=[C:4]([CH:18]=[CH:19][CH:20]=2)[CH2:5][NH:6][C:7](=[O:17])[O:8][CH:9]2[CH:14]3[CH2:15][CH2:16][N:11]([CH2:12][CH2:13]3)[CH2:10]2)[CH:24]=[N:23][CH:22]=1. The yield is 0.540. (9) The reactants are CN(C)C(N(C)C)=N.[CH3:9][O:10][C:11](=[O:40])[CH:12](P(OC)(OC)=O)[NH:13][C:14](=[O:33])[C:15]1[CH:20]=[CH:19][C:18]([C:21]([NH:23][CH2:24][C:25]2[CH:30]=[CH:29][CH:28]=[C:27]([OH:31])[CH:26]=2)=[O:22])=[CH:17][C:16]=1[Cl:32].[NH2:41][C:42]1[S:43][C:44]([CH:47]=O)=[CH:45][N:46]=1.C(OCC)(=O)C. The catalyst is O1CCCC1. The product is [CH3:9][O:10][C:11](=[O:40])/[C:12](/[NH:13][C:14](=[O:33])[C:15]1[CH:20]=[CH:19][C:18]([C:21]([NH:23][CH2:24][C:25]2[CH:30]=[CH:29][CH:28]=[C:27]([OH:31])[CH:26]=2)=[O:22])=[CH:17][C:16]=1[Cl:32])=[CH:47]/[C:44]1[S:43][C:42]([NH2:41])=[N:46][CH:45]=1. The yield is 0.210.